From a dataset of Full USPTO retrosynthesis dataset with 1.9M reactions from patents (1976-2016). Predict the reactants needed to synthesize the given product. (1) The reactants are: [CH3:1][O:2][C:3]1[CH:4]=[C:5]2[C:10](=[CH:11][CH:12]=1)[C:9](=[O:13])[CH2:8][CH2:7][CH2:6]2. Given the product [CH2:1]([O:2][C:3]1[CH:4]=[C:5]2[C:10](=[CH:11][CH:12]=1)[C:9](=[O:13])[CH2:8][CH2:7][CH2:6]2)[C:3]1[CH:4]=[CH:5][CH:10]=[CH:11][CH:12]=1, predict the reactants needed to synthesize it. (2) The reactants are: C(=O)([O-])[O-].[K+].[K+].COC(C)(C)C.S([O:19][CH2:20][CH3:21])(OCC)(=O)=O.[Cl:22][C:23]1[CH:39]=[CH:38][C:26]([O:27][C:28]2[CH:33]=[CH:32][CH:31]=[CH:30][C:29]=2[CH2:34][C:35](O)=[O:36])=[CH:25][CH:24]=1. Given the product [Cl:22][C:23]1[CH:39]=[CH:38][C:26]([O:27][C:28]2[CH:33]=[CH:32][CH:31]=[CH:30][C:29]=2[CH2:34][C:35]([O:19][CH2:20][CH3:21])=[O:36])=[CH:25][CH:24]=1, predict the reactants needed to synthesize it. (3) Given the product [CH3:7][S:6][N:30]([CH2:31][CH3:32])[C:33]([CH2:34][S:42][C:40](=[O:43])[CH3:41])=[O:38], predict the reactants needed to synthesize it. The reactants are: N(CC[S:6][CH3:7])=[N+]=[N-].C1(P(C2C=CC=CC=2)C2C=CC=CC=2)C=CC=CC=1.O.C([N:30]([CH2:33][CH3:34])[CH2:31][CH3:32])C.ClCC(Cl)=[O:38].[C:40]([O-:43])(=[S:42])[CH3:41].[K+]. (4) Given the product [CH2:1]([N:5]([S:15]([C:18]1[CH:23]=[CH:22][C:21]([N+:24]([O-:26])=[O:25])=[CH:20][CH:19]=1)(=[O:17])=[O:16])[C@H:6]([C:12]([OH:14])=[O:13])[CH2:7][CH2:8][CH2:9][CH2:10][NH:11][C:34](=[O:35])[CH:33]=[CH:32][C:31]1[CH:37]=[CH:38][C:39]([O:40][CH3:41])=[C:29]([O:28][CH3:27])[CH:30]=1)[CH:2]([CH3:4])[CH3:3], predict the reactants needed to synthesize it. The reactants are: [CH2:1]([N:5]([S:15]([C:18]1[CH:23]=[CH:22][C:21]([N+:24]([O-:26])=[O:25])=[CH:20][CH:19]=1)(=[O:17])=[O:16])[C@H:6]([C:12]([OH:14])=[O:13])[CH2:7][CH2:8][CH2:9][CH2:10][NH2:11])[CH:2]([CH3:4])[CH3:3].[CH3:27][O:28][C:29]1[CH:30]=[C:31]([CH:37]=[CH:38][C:39]=1[O:40][CH3:41])[CH:32]=[CH:33][C:34](O)=[O:35]. (5) Given the product [C:1]([O:5][C:6]([NH:8][CH:9]1[CH2:13][CH2:12][N:11]([S:14]([C:17]2[C:18]3[C:19]([CH2:27][CH3:28])=[CH:20][N:21]=[CH:22][C:23]=3[CH:24]=[CH:25][CH:26]=2)(=[O:16])=[O:15])[CH2:10]1)=[O:7])([CH3:4])([CH3:3])[CH3:2], predict the reactants needed to synthesize it. The reactants are: [C:1]([O:5][C:6]([NH:8][CH:9]1[CH2:13][CH2:12][N:11]([S:14]([C:17]2[C:18]3[C:19]([CH:27]=[CH2:28])=[CH:20][N:21]=[CH:22][C:23]=3[CH:24]=[CH:25][CH:26]=2)(=[O:16])=[O:15])[CH2:10]1)=[O:7])([CH3:4])([CH3:3])[CH3:2].